From a dataset of Reaction yield outcomes from USPTO patents with 853,638 reactions. Predict the reaction yield, written as a fraction of the theoretical maximum amount of product (1.0 means a 100% yield; for example, 0.34 means a 34% yield). (1) The reactants are [CH3:1][CH:2]1[CH2:11][CH:10](O)[C:9]2[C:4](=[CH:5][CH:6]=[CH:7][CH:8]=2)[N:3]1[C:13](=[O:26])[C:14]1[CH:19]=[C:18]([O:20][CH3:21])[C:17]([O:22][CH3:23])=[C:16]([O:24][CH3:25])[CH:15]=1.[NH:27]1[C:36]2[C:31](=[CH:32][C:33]([O:37][CH2:38][CH2:39][CH2:40][CH2:41][C:42]([O:44][CH2:45][CH3:46])=[O:43])=[CH:34][CH:35]=2)[CH2:30][CH2:29][CH2:28]1. No catalyst specified. The product is [CH3:1][CH:2]1[CH2:11][CH:10]([N:27]2[C:36]3[C:31](=[CH:32][C:33]([O:37][CH2:38][CH2:39][CH2:40][CH2:41][C:42]([O:44][CH2:45][CH3:46])=[O:43])=[CH:34][CH:35]=3)[CH2:30][CH2:29][CH2:28]2)[C:9]2[C:4](=[CH:5][CH:6]=[CH:7][CH:8]=2)[N:3]1[C:13](=[O:26])[C:14]1[CH:15]=[C:16]([O:24][CH3:25])[C:17]([O:22][CH3:23])=[C:18]([O:20][CH3:21])[CH:19]=1. The yield is 0.400. (2) The reactants are [CH3:1][C@@:2]([S:29]([CH3:32])(=[O:31])=[O:30])([CH2:13][CH2:14][C:15]1[CH:19]=[C:18]([CH2:20][CH:21](OS(C)(=O)=O)[CH2:22][CH3:23])[O:17][N:16]=1)[C:3](OCC1C=CC=CC=1)=[O:4].[NH2:33][OH:34].[OH-].[Na+]. The catalyst is CO.C1COCC1.CS(C)=O. The product is [CH:20](/[C:18]1[O:17][N:16]=[C:15]([CH2:14][CH2:13][C@@:2]([CH3:1])([S:29]([CH3:32])(=[O:31])=[O:30])[C:3]([NH:33][OH:34])=[O:4])[CH:19]=1)=[CH:21]\[CH2:22][CH3:23]. The yield is 0.140. (3) The reactants are [Br:1][C:2]1[C:10]2[C:9](=[O:11])[NH:8][N:7]=[C:6]([C:12]3[CH:17]=[CH:16][N:15]=[CH:14][CH:13]=3)[C:5]=2[S:4][CH:3]=1.[N:18]1[CH:23]=[CH:22][CH:21]=[CH:20][C:19]=1[CH2:24][CH2:25]O. No catalyst specified. The product is [Br:1][C:2]1[C:10]2[C:9](=[O:11])[N:8]([CH2:25][CH2:24][C:19]3[CH:20]=[CH:21][CH:22]=[CH:23][N:18]=3)[N:7]=[C:6]([C:12]3[CH:17]=[CH:16][N:15]=[CH:14][CH:13]=3)[C:5]=2[S:4][CH:3]=1. The yield is 0.700. (4) The reactants are [CH3:1][C:2]1[CH:3]=[C:4]([CH:8]=[C:9]([CH3:11])[CH:10]=1)[C:5]([NH2:7])=O.S(Cl)(Cl)=O.CN(C=O)C.[OH-].[Na+]. The catalyst is C1C=CC=CC=1. The product is [CH3:1][C:2]1[CH:3]=[C:4]([CH:8]=[C:9]([CH3:11])[CH:10]=1)[C:5]#[N:7]. The yield is 0.950.